This data is from Reaction yield outcomes from USPTO patents with 853,638 reactions. The task is: Predict the reaction yield, written as a fraction of the theoretical maximum amount of product (1.0 means a 100% yield; for example, 0.34 means a 34% yield). (1) The reactants are [CH2:1]([CH:3]([C:6]1[C:7]2[N:8]([C:13]([C:17]3[S:21][C:20](Br)=[N:19][C:18]=3[CH3:23])=[C:14]([CH3:16])[N:15]=2)[N:9]=[C:10]([CH3:12])[CH:11]=1)[CH2:4][CH3:5])[CH3:2].[N:24]1[CH:29]=[CH:28][CH:27]=[C:26](B(O)O)[CH:25]=1.C([O-])([O-])=O.[Na+].[Na+].COCCOC. The catalyst is C1C=CC([P]([Pd]([P](C2C=CC=CC=2)(C2C=CC=CC=2)C2C=CC=CC=2)([P](C2C=CC=CC=2)(C2C=CC=CC=2)C2C=CC=CC=2)[P](C2C=CC=CC=2)(C2C=CC=CC=2)C2C=CC=CC=2)(C2C=CC=CC=2)C2C=CC=CC=2)=CC=1.CCO.O. The product is [CH2:1]([CH:3]([C:6]1[C:7]2[N:8]([C:13]([C:17]3[S:21][C:20]([C:26]4[CH:25]=[N:24][CH:29]=[CH:28][CH:27]=4)=[N:19][C:18]=3[CH3:23])=[C:14]([CH3:16])[N:15]=2)[N:9]=[C:10]([CH3:12])[CH:11]=1)[CH2:4][CH3:5])[CH3:2]. The yield is 0.640. (2) The reactants are [N+:1]([C:4]1[CH:9]=[CH:8][CH:7]=[CH:6][C:5]=1[S:10]([NH:13][CH:14]1[C:23]2[N:22]=[CH:21][CH:20]=[CH:19][C:18]=2[CH2:17][CH2:16][CH2:15]1)(=[O:12])=[O:11])([O-:3])=[O:2].Cl[CH2:25][C:26]1[CH:41]=[CH:40][C:29]([C:30]([NH:32][CH2:33][C:34]2[CH:39]=[CH:38][CH:37]=[CH:36][N:35]=2)=[O:31])=[CH:28][CH:27]=1.C([O-])([O-])=O.[K+].[K+]. The catalyst is CC#N.C(OCC)(=O)C. The product is [N+:1]([C:4]1[CH:9]=[CH:8][CH:7]=[CH:6][C:5]=1[S:10]([N:13]([CH2:25][C:26]1[CH:27]=[CH:28][C:29]([C:30]([NH:32][CH2:33][C:34]2[CH:39]=[CH:38][CH:37]=[CH:36][N:35]=2)=[O:31])=[CH:40][CH:41]=1)[CH:14]1[C:23]2[N:22]=[CH:21][CH:20]=[CH:19][C:18]=2[CH2:17][CH2:16][CH2:15]1)(=[O:11])=[O:12])([O-:3])=[O:2]. The yield is 0.900.